Dataset: Reaction yield outcomes from USPTO patents with 853,638 reactions. Task: Predict the reaction yield, written as a fraction of the theoretical maximum amount of product (1.0 means a 100% yield; for example, 0.34 means a 34% yield). (1) The reactants are [C:1]([O:5][C:6]([N:8]1[CH2:13][CH2:12][N:11]([C:14]([O:16][C:17]([CH3:20])([CH3:19])[CH3:18])=[O:15])[CH2:10][C@@H:9]1[C:21]1[CH:26]=[CH:25][C:24](Br)=[CH:23][CH:22]=1)=[O:7])([CH3:4])([CH3:3])[CH3:2].[NH:28]1[CH2:33][CH2:32][CH2:31][CH2:30][CH2:29]1.CC(C)([O-])C.[Na+].C(P(C(C)(C)C)C1C=CC=CC=1C1C=CC=CC=1)(C)(C)C. The catalyst is C1(C)C=CC=CC=1.C([O-])(=O)C.[Pd+2].C([O-])(=O)C.C(OCC)(=O)C.O. The product is [C:1]([O:5][C:6]([N:8]1[CH2:13][CH2:12][N:11]([C:14]([O:16][C:17]([CH3:20])([CH3:19])[CH3:18])=[O:15])[CH2:10][C@@H:9]1[C:21]1[CH:26]=[CH:25][C:24]([N:28]2[CH2:33][CH2:32][CH2:31][CH2:30][CH2:29]2)=[CH:23][CH:22]=1)=[O:7])([CH3:4])([CH3:3])[CH3:2]. The yield is 0.430. (2) The reactants are [CH:1]1([C:4]([C:6]2[CH:7]=[N:8][C:9]3[C:14]([C:15]=2[NH:16][C:17]2[CH:22]=[CH:21][C:20]([C:23]([NH:26]C(=O)OC(C)(C)C)([CH3:25])[CH3:24])=[CH:19][CH:18]=2)=[CH:13][C:12]([C:34]2[CH:39]=[C:38]([Cl:40])[C:37]([OH:41])=[C:36]([Cl:42])[CH:35]=2)=[CH:11][CH:10]=3)=[O:5])[CH2:3][CH2:2]1.C(O)(C(F)(F)F)=O. No catalyst specified. The product is [NH2:26][C:23]([C:20]1[CH:19]=[CH:18][C:17]([NH:16][C:15]2[C:14]3[C:9](=[CH:10][CH:11]=[C:12]([C:34]4[CH:35]=[C:36]([Cl:42])[C:37]([OH:41])=[C:38]([Cl:40])[CH:39]=4)[CH:13]=3)[N:8]=[CH:7][C:6]=2[C:4]([CH:1]2[CH2:2][CH2:3]2)=[O:5])=[CH:22][CH:21]=1)([CH3:25])[CH3:24]. The yield is 0.280. (3) The reactants are [Cl:1][C:2]1[CH:7]=[CH:6][C:5]([C:8]2[S:9][C:10]([CH2:14][O:15][CH:16]3[CH2:21][CH2:20][CH2:19][NH:18][CH2:17]3)=[C:11]([CH3:13])[N:12]=2)=[CH:4][CH:3]=1.[CH3:22][O:23][C:24]([C:26]1[CH:27]=[C:28](OB(O)O)[CH:29]=[CH:30][CH:31]=1)=[O:25]. No catalyst specified. The product is [Cl:1][C:2]1[CH:7]=[CH:6][C:5]([C:8]2[S:9][C:10]([CH2:14][O:15][CH:16]3[CH2:21][CH2:20][CH2:19][N:18]([C:30]4[CH:31]=[C:26]([CH:27]=[CH:28][CH:29]=4)[C:24]([O:23][CH3:22])=[O:25])[CH2:17]3)=[C:11]([CH3:13])[N:12]=2)=[CH:4][CH:3]=1. The yield is 0.720. (4) The yield is 0.620. The reactants are [CH3:1][C:2]1[C:10]2[N:9]=[C:8]([C:11](Cl)(Cl)Cl)[NH:7][C:6]=2[CH:5]=[CH:4][CH:3]=1.[CH2:15]([N:17]1[CH2:22][CH2:21][NH:20][CH2:19][CH2:18]1)[CH3:16].C1C[O:26]CC1. The product is [CH2:15]([N:17]1[CH2:22][CH2:21][N:20]([C:11]([C:8]2[NH:7][C:6]3[CH:5]=[CH:4][CH:3]=[C:2]([CH3:1])[C:10]=3[N:9]=2)=[O:26])[CH2:19][CH2:18]1)[CH3:16]. No catalyst specified.